Dataset: Full USPTO retrosynthesis dataset with 1.9M reactions from patents (1976-2016). Task: Predict the reactants needed to synthesize the given product. (1) Given the product [C:10]([OH:15])(=[O:16])[CH2:11][CH2:12][C:13]([OH:3])=[O:14].[C:1]1([O:8][CH3:9])[C:2](=[CH:4][CH:5]=[CH:6][CH:7]=1)[OH:3], predict the reactants needed to synthesize it. The reactants are: [C:1]1([O:8][CH3:9])[C:2](=[CH:4][CH:5]=[CH:6][CH:7]=1)[OH:3].[C:10]1(=[O:16])[O:15][C:13](=[O:14])[CH2:12][CH2:11]1.C(Cl)Cl. (2) Given the product [F:9][C:10]([F:18])([F:19])[C:11]1[CH:12]=[C:13]([NH:14][C:2]([CH3:8])=[CH:3][C:4]([O:6][CH3:7])=[O:5])[CH:15]=[CH:16][CH:17]=1, predict the reactants needed to synthesize it. The reactants are: O=[C:2]([CH3:8])[CH2:3][C:4]([O:6][CH3:7])=[O:5].[F:9][C:10]([F:19])([F:18])[C:11]1[CH:12]=[C:13]([CH:15]=[CH:16][CH:17]=1)[NH2:14].C(O)(=O)C. (3) Given the product [Cl:1][C:2]1[CH:10]=[C:6]2[C:5](=[CH:4][CH:3]=1)[N:11]=[CH:13][NH:12][C:7]2=[O:8], predict the reactants needed to synthesize it. The reactants are: [Cl:1][C:2]1[CH:10]=[C:6]([C:7]([O-])=[O:8])[C:5]([NH2:11])=[CH:4][CH:3]=1.[NH4+:12].[CH:13]([O-])([O-])OC. (4) Given the product [F:11][C:12]1[C:19]([F:20])=[CH:18][C:17]([F:21])=[C:16]([F:22])[C:13]=1[CH2:14][NH2:15], predict the reactants needed to synthesize it. The reactants are: FC1C(F)=CC(F)=C(F)C=1.[F:11][C:12]1[C:19]([F:20])=[CH:18][C:17]([F:21])=[C:16]([F:22])[C:13]=1[C:14]#[N:15].C(C1(C(F)=C(F)C=C(F)C1F)C=O)#N. (5) The reactants are: [NH2:1][CH2:2][C:3]1[CH:8]=[CH:7][C:6]([OH:9])=[CH:5][C:4]=1[O:10][CH3:11].Br[CH2:13][CH:14]([CH3:16])[CH3:15].[CH3:17][C:18]1([CH3:31])[C@@H:20]2[CH2:21][C:22]3[C:26]([C@H:19]12)=[C:25]([CH3:27])[S:24][C:23]=3[C:28](O)=[O:29]. Given the product [CH2:13]([O:9][C:6]1[CH:7]=[CH:8][C:3]([CH2:2][NH:1][C:28]([C:23]2[S:24][C:25]([CH3:27])=[C:26]3[C:22]=2[CH2:21][C@H:20]2[C:18]([CH3:31])([CH3:17])[C@H:19]23)=[O:29])=[C:4]([O:10][CH3:11])[CH:5]=1)[CH:14]([CH3:16])[CH3:15], predict the reactants needed to synthesize it. (6) Given the product [CH2:1]([N:5]1[C:13]([S:14][C:15]2[C:23]([I:24])=[CH:22][C:18]3[O:19][CH2:20][O:21][C:17]=3[CH:16]=2)=[N:12][C:11]2[C:10](=[O:25])[N:9]([CH2:35][O:36][CH2:37][CH2:38][O:39][CH3:40])[CH:8]=[N:7][C:6]1=2)[CH2:2][CH2:3][CH3:4], predict the reactants needed to synthesize it. The reactants are: [CH2:1]([N:5]1[C:13]([S:14][C:15]2[C:23]([I:24])=[CH:22][C:18]3[O:19][CH2:20][O:21][C:17]=3[CH:16]=2)=[N:12][C:11]2[C:10](=[O:25])[NH:9][CH:8]=[N:7][C:6]1=2)[CH2:2][CH2:3][CH3:4].C(N(CC)C(C)C)(C)C.[CH3:35][O:36][CH2:37][CH2:38][O:39][CH2:40]Cl.